Predict the reactants needed to synthesize the given product. From a dataset of Full USPTO retrosynthesis dataset with 1.9M reactions from patents (1976-2016). (1) The reactants are: [CH2:1]([O:3][CH2:4][CH2:5][O:6][C:7]1[CH:12]=[CH:11][CH:10]=[C:9]([NH2:13])[C:8]=1[NH2:14])[CH3:2].CO[C:17](=N)[C:18]([Cl:21])([Cl:20])[Cl:19]. Given the product [CH2:1]([O:3][CH2:4][CH2:5][O:6][C:7]1[C:8]2[N:14]=[C:17]([C:18]([Cl:21])([Cl:20])[Cl:19])[NH:13][C:9]=2[CH:10]=[CH:11][CH:12]=1)[CH3:2], predict the reactants needed to synthesize it. (2) The reactants are: [F:1][C:2]([F:15])([F:14])[S:3]([O:6]S(C(F)(F)F)(=O)=O)(=[O:5])=[O:4].O[C:17]1[CH:22]=[CH:21][C:20]([C:23]2[CH:28]=[CH:27][CH:26]=[C:25]([CH2:29][O:30][C:31]3[CH:38]=[CH:37][C:34]([CH:35]=[O:36])=[CH:33][CH:32]=3)[C:24]=2[CH3:39])=[C:19]([CH3:40])[CH:18]=1.N1C=CC=CC=1. Given the product [F:1][C:2]([F:15])([F:14])[S:3]([O:6][C:17]1[CH:22]=[CH:21][C:20]([C:23]2[CH:28]=[CH:27][CH:26]=[C:25]([CH2:29][O:30][C:31]3[CH:32]=[CH:33][C:34]([CH:35]=[O:36])=[CH:37][CH:38]=3)[C:24]=2[CH3:39])=[C:19]([CH3:40])[CH:18]=1)(=[O:5])=[O:4], predict the reactants needed to synthesize it. (3) Given the product [Cl:1][C:2]1[CH:7]=[CH:6][C:5]([NH2:8])=[C:4]([CH:11]([F:12])[F:13])[CH:3]=1, predict the reactants needed to synthesize it. The reactants are: [Cl:1][C:2]1[CH:7]=[CH:6][C:5]([N+:8]([O-])=O)=[C:4]([CH:11]([F:13])[F:12])[CH:3]=1.Cl. (4) Given the product [CH2:1]([O:8][C:9]([NH:11][CH2:12][CH2:13][CH2:14][CH2:15][CH2:16][NH:17][C:18](=[O:46])[CH2:19][CH:20]1[CH2:25][NH:24][C@H:23]([C:26]([N:28]2[CH2:32][CH2:31][CH:30]([C:33]3[CH:34]=[CH:35][CH:36]=[CH:37][CH:38]=3)[CH2:29]2)=[O:27])[C@@H:22]([C:39]([OH:41])=[O:40])[CH2:21]1)=[O:10])[C:2]1[CH:7]=[CH:6][CH:5]=[CH:4][CH:3]=1, predict the reactants needed to synthesize it. The reactants are: [CH2:1]([O:8][C:9]([NH:11][CH2:12][CH2:13][CH2:14][CH2:15][CH2:16][NH:17][C:18](=[O:46])[CH2:19][CH:20]1[CH2:25][NH:24][C@H:23]([C:26]([N:28]2[CH2:32][CH2:31][CH:30]([C:33]3[CH:38]=[CH:37][CH:36]=[CH:35][CH:34]=3)[CH2:29]2)=[O:27])[C@@H:22]([C:39]([O:41]C(C)(C)C)=[O:40])[CH2:21]1)=[O:10])[C:2]1[CH:7]=[CH:6][CH:5]=[CH:4][CH:3]=1.O.FC(F)(F)C(O)=O.